This data is from NCI-60 drug combinations with 297,098 pairs across 59 cell lines. The task is: Regression. Given two drug SMILES strings and cell line genomic features, predict the synergy score measuring deviation from expected non-interaction effect. (1) Drug 1: C1C(C(OC1N2C=NC(=NC2=O)N)CO)O. Drug 2: CC12CCC3C(C1CCC2OP(=O)(O)O)CCC4=C3C=CC(=C4)OC(=O)N(CCCl)CCCl.[Na+]. Cell line: MALME-3M. Synergy scores: CSS=9.20, Synergy_ZIP=-0.862, Synergy_Bliss=3.73, Synergy_Loewe=-3.69, Synergy_HSA=2.43. (2) Drug 2: C1CN(P(=O)(OC1)NCCCl)CCCl. Synergy scores: CSS=40.4, Synergy_ZIP=-0.597, Synergy_Bliss=-0.554, Synergy_Loewe=-44.5, Synergy_HSA=-1.30. Drug 1: C1=NC2=C(N1)C(=S)N=C(N2)N. Cell line: SK-OV-3. (3) Drug 1: CN1CCC(CC1)COC2=C(C=C3C(=C2)N=CN=C3NC4=C(C=C(C=C4)Br)F)OC. Drug 2: C1=CN(C=N1)CC(O)(P(=O)(O)O)P(=O)(O)O. Cell line: HCT116. Synergy scores: CSS=1.96, Synergy_ZIP=-0.664, Synergy_Bliss=-3.94, Synergy_Loewe=-3.00, Synergy_HSA=-3.91. (4) Drug 2: CC1=C(C=C(C=C1)NC(=O)C2=CC=C(C=C2)CN3CCN(CC3)C)NC4=NC=CC(=N4)C5=CN=CC=C5. Drug 1: CNC(=O)C1=CC=CC=C1SC2=CC3=C(C=C2)C(=NN3)C=CC4=CC=CC=N4. Synergy scores: CSS=0.389, Synergy_ZIP=-1.02, Synergy_Bliss=-1.14, Synergy_Loewe=-2.45, Synergy_HSA=-2.10. Cell line: OVCAR-4. (5) Drug 1: CCCCC(=O)OCC(=O)C1(CC(C2=C(C1)C(=C3C(=C2O)C(=O)C4=C(C3=O)C=CC=C4OC)O)OC5CC(C(C(O5)C)O)NC(=O)C(F)(F)F)O. Drug 2: C(CCl)NC(=O)N(CCCl)N=O. Cell line: SN12C. Synergy scores: CSS=45.0, Synergy_ZIP=-1.87, Synergy_Bliss=-1.85, Synergy_Loewe=-20.3, Synergy_HSA=-2.20. (6) Drug 1: CC1C(C(CC(O1)OC2CC(CC3=C2C(=C4C(=C3O)C(=O)C5=C(C4=O)C(=CC=C5)OC)O)(C(=O)C)O)N)O.Cl. Drug 2: C1=NC2=C(N1)C(=S)N=C(N2)N. Cell line: SF-295. Synergy scores: CSS=34.2, Synergy_ZIP=-6.07, Synergy_Bliss=-6.34, Synergy_Loewe=-6.12, Synergy_HSA=-1.59.